Dataset: Forward reaction prediction with 1.9M reactions from USPTO patents (1976-2016). Task: Predict the product of the given reaction. (1) Given the reactants Cl.[NH2:2][C@@H:3]1[C@@H:8]([OH:9])[C@H:7]([CH2:10][C:11]2[CH:16]=[CH:15][C:14]([O:17][CH3:18])=[C:13]([Br:19])[CH:12]=2)[CH2:6][S:5](=[O:21])(=[O:20])[CH2:4]1.[CH:22]1([C:25]2[CH:30]=[CH:29][N:28]=[C:27]([CH:31]=O)[CH:26]=2)[CH2:24][CH2:23]1, predict the reaction product. The product is: [Br:19][C:13]1[CH:12]=[C:11]([CH:16]=[CH:15][C:14]=1[O:17][CH3:18])[CH2:10][C@H:7]1[C@H:8]([OH:9])[C@@H:3]([NH:2][CH2:31][C:27]2[CH:26]=[C:25]([CH:22]3[CH2:24][CH2:23]3)[CH:30]=[CH:29][N:28]=2)[CH2:4][S:5](=[O:21])(=[O:20])[CH2:6]1. (2) Given the reactants [Cl:1][C:2]1[N:7]=[C:6](Cl)[CH:5]=[CH:4][N:3]=1.[C:9]1(B(O)O)[CH:14]=[CH:13][CH:12]=[CH:11][CH:10]=1.C([O-])([O-])=O.[Na+].[Na+].CCO, predict the reaction product. The product is: [Cl:1][C:2]1[N:7]=[C:6]([C:9]2[CH:14]=[CH:13][CH:12]=[CH:11][CH:10]=2)[CH:5]=[CH:4][N:3]=1. (3) Given the reactants [NH2:1][C:2]1[CH:7]=[CH:6][C:5]([C:8]#[C:9][C:10]2[C:11]([C:18]3[CH:23]=[C:22]([Cl:24])[CH:21]=[CH:20][C:19]=3[OH:25])=[N:12][N:13]([CH2:15][CH2:16][OH:17])[CH:14]=2)=[CH:4][CH:3]=1.[C:26]([N:33]1[CH2:38][CH2:37][CH2:36][CH2:35][C@@H:34]1[C:39](O)=[O:40])([O:28][C:29]([CH3:32])([CH3:31])[CH3:30])=[O:27].C(N=C=NC(C)C)(C)C.O[Li].O.C(O)(=O)C, predict the reaction product. The product is: [C:29]([O:28][C:26]([N:33]1[CH2:38][CH2:37][CH2:36][CH2:35][C@@H:34]1[C:39](=[O:40])[NH:1][C:2]1[CH:7]=[CH:6][C:5]([C:8]#[C:9][C:10]2[C:11]([C:18]3[CH:23]=[C:22]([Cl:24])[CH:21]=[CH:20][C:19]=3[OH:25])=[N:12][N:13]([CH2:15][CH2:16][OH:17])[CH:14]=2)=[CH:4][CH:3]=1)=[O:27])([CH3:32])([CH3:31])[CH3:30]. (4) Given the reactants [N+:1]([C:4]1[CH:5]=[N:6][NH:7][C:8]=1[C:9]#[N:10])([O-])=O.C(O)(=O)C.[CH:15](N)=[NH:16], predict the reaction product. The product is: [NH:7]1[C:8]2[C:9]([NH2:10])=[N:16][CH:15]=[N:1][C:4]=2[CH:5]=[N:6]1. (5) Given the reactants [N+:1]([C:4]1[CH:5]=[C:6]([CH:10]=[CH:11][CH:12]=1)[CH:7]=[N:8][OH:9])([O-:3])=[O:2].ClN1C(=O)CCC1=O.[Cl:21][C:22]1[CH:23]=[C:24]([C:29]([C:31]([F:34])([F:33])[F:32])=[CH2:30])[CH:25]=[C:26]([Cl:28])[CH:27]=1.C(N(CC)CC)C, predict the reaction product. The product is: [Cl:21][C:22]1[CH:23]=[C:24]([C:29]2([C:31]([F:34])([F:32])[F:33])[O:9][N:8]=[C:7]([C:6]3[CH:5]=[C:4]([N+:1]([O-:3])=[O:2])[CH:12]=[CH:11][CH:10]=3)[CH2:30]2)[CH:25]=[C:26]([Cl:28])[CH:27]=1.